This data is from Reaction yield outcomes from USPTO patents with 853,638 reactions. The task is: Predict the reaction yield, written as a fraction of the theoretical maximum amount of product (1.0 means a 100% yield; for example, 0.34 means a 34% yield). (1) The reactants are [F:1][C:2]1[CH:7]=[CH:6][CH:5]=[CH:4][C:3]=1[C:8]1[CH:16]=[CH:15][CH:14]=[C:13]2[C:9]=1[CH2:10][C:11](=[O:17])[NH:12]2.[N:18]1([CH2:23][CH2:24][NH:25][C:26]([C:28]2[C:32]([CH3:33])=[C:31]([CH:34]=O)[NH:30][C:29]=2[CH3:36])=[O:27])[CH:22]=[CH:21][N:20]=[N:19]1. The catalyst is C(O)C.N1CCCCC1. The product is [N:18]1([CH2:23][CH2:24][NH:25][C:26]([C:28]2[C:32]([CH3:33])=[C:31]([CH:34]=[C:10]3[C:9]4[C:13](=[CH:14][CH:15]=[CH:16][C:8]=4[C:3]4[CH:4]=[CH:5][CH:6]=[CH:7][C:2]=4[F:1])[NH:12][C:11]3=[O:17])[NH:30][C:29]=2[CH3:36])=[O:27])[CH:22]=[CH:21][N:20]=[N:19]1. The yield is 0.450. (2) The product is [CH2:3]([O:10][C:14]1[CH:19]=[CH:18][C:17]([N+:20]([O-:22])=[O:21])=[CH:16][C:15]=1[C:23]([F:24])([F:25])[F:26])[C:4]1[CH:9]=[CH:8][CH:7]=[CH:6][CH:5]=1. The catalyst is CN(C=O)C. The yield is 0.830. The reactants are [H-].[Na+].[CH2:3]([OH:10])[C:4]1[CH:9]=[CH:8][CH:7]=[CH:6][CH:5]=1.[H][H].F[C:14]1[CH:19]=[CH:18][C:17]([N+:20]([O-:22])=[O:21])=[CH:16][C:15]=1[C:23]([F:26])([F:25])[F:24]. (3) The reactants are C([O:3][C:4]([C:6]1[C:10]([N+:11]([O-:13])=[O:12])=[CH:9][N:8]([CH2:14][C:15]2[CH:20]=[CH:19][C:18]([O:21][CH3:22])=[CH:17][CH:16]=2)[N:7]=1)=[O:5])C. The catalyst is [OH-].[Na+].CO. The product is [CH3:22][O:21][C:18]1[CH:17]=[CH:16][C:15]([CH2:14][N:8]2[CH:9]=[C:10]([N+:11]([O-:13])=[O:12])[C:6]([C:4]([OH:5])=[O:3])=[N:7]2)=[CH:20][CH:19]=1. The yield is 0.860. (4) The reactants are [Al+3].[Cl-].[Cl-].[Cl-].[Cl:5][CH2:6][CH2:7][CH2:8][C:9](Cl)=[O:10].[CH3:12][O:13][N:14]([CH3:26])[C:15](=[O:25])[C:16]([CH3:24])([C:18]1[CH:23]=[CH:22][CH:21]=[CH:20][CH:19]=1)[CH3:17]. The catalyst is C(Cl)Cl. The product is [CH3:12][O:13][N:14]([CH3:26])[C:15](=[O:25])[C:16]([C:18]1[CH:23]=[CH:22][C:21]([C:9](=[O:10])[CH2:8][CH2:7][CH2:6][Cl:5])=[CH:20][CH:19]=1)([CH3:24])[CH3:17]. The yield is 0.630. (5) The reactants are [CH3:1][O:2][C:3]([N:5]1[CH2:10][CH2:9][CH:8]([C:11]2[C:12]3[CH:22]=[CH:21][C:20]([C:23]([F:26])([F:25])[F:24])=[CH:19][C:13]=3[S:14][C:15]=2C(O)=O)[CH2:7][CH2:6]1)=[O:4]. The catalyst is N1C2C(=CC=CC=2)C=CC=1.CCOC(C)=O.[Cu]. The product is [CH3:1][O:2][C:3]([N:5]1[CH2:6][CH2:7][CH:8]([C:11]2[C:12]3[CH:22]=[CH:21][C:20]([C:23]([F:26])([F:24])[F:25])=[CH:19][C:13]=3[S:14][CH:15]=2)[CH2:9][CH2:10]1)=[O:4]. The yield is 0.820. (6) The reactants are [NH:1]1[C:9]2[C:4](=[CH:5][CH:6]=[CH:7][CH:8]=2)[C:3]([C:10]([OH:12])=[O:11])=[N:2]1.[Br:13]Br. The catalyst is C(O)(=O)C. The product is [Br:13][C:6]1[CH:5]=[C:4]2[C:9](=[CH:8][CH:7]=1)[NH:1][N:2]=[C:3]2[C:10]([OH:12])=[O:11]. The yield is 0.875.